Dataset: Forward reaction prediction with 1.9M reactions from USPTO patents (1976-2016). Task: Predict the product of the given reaction. (1) Given the reactants [Cl:1][C:2]1[CH:7]=[CH:6][N:5]=[C:4]2[CH:8]=[C:9]([Sn](CCCC)(CCCC)CCCC)[S:10][C:3]=12.Br[C:25]1[CH:26]=[N:27][C:28](=[O:39])[N:29]([CH2:31][CH2:32][N:33]2[CH2:38][CH2:37][O:36][CH2:35][CH2:34]2)[CH:30]=1, predict the reaction product. The product is: [Cl:1][C:2]1[CH:7]=[CH:6][N:5]=[C:4]2[CH:8]=[C:9]([C:25]3[CH:26]=[N:27][C:28](=[O:39])[N:29]([CH2:31][CH2:32][N:33]4[CH2:34][CH2:35][O:36][CH2:37][CH2:38]4)[CH:30]=3)[S:10][C:3]=12. (2) Given the reactants [C:1]([O:5][C:6]([N:8]1[CH2:13][CH2:12][CH:11]([O:14][C:15]2[C:20]([F:21])=[CH:19][C:18]([N+:22]([O-])=O)=[CH:17][C:16]=2[F:25])[CH2:10][CH2:9]1)=[O:7])([CH3:4])([CH3:3])[CH3:2], predict the reaction product. The product is: [C:1]([O:5][C:6]([N:8]1[CH2:9][CH2:10][CH:11]([O:14][C:15]2[C:16]([F:25])=[CH:17][C:18]([NH2:22])=[CH:19][C:20]=2[F:21])[CH2:12][CH2:13]1)=[O:7])([CH3:4])([CH3:2])[CH3:3].